The task is: Predict the reactants needed to synthesize the given product.. This data is from Full USPTO retrosynthesis dataset with 1.9M reactions from patents (1976-2016). (1) Given the product [CH2:1]([O:3][C:4]([C:6]1[C:7]([CH3:24])=[C:8]([C:17]([O:19][C:20]([CH3:23])([CH3:22])[CH3:21])=[O:18])[NH:9][C:10]=1[CH2:11][C:12]([OH:14])=[O:13])=[O:5])[CH3:2], predict the reactants needed to synthesize it. The reactants are: [CH2:1]([O:3][C:4]([C:6]1[C:7]([CH3:24])=[C:8]([C:17]([O:19][C:20]([CH3:23])([CH3:22])[CH3:21])=[O:18])[NH:9][C:10]=1[CH2:11][C:12]([O:14]CC)=[O:13])=[O:5])[CH3:2].CO.[OH-].[Li+]. (2) Given the product [C:1]([N:4]1[CH2:9][CH2:8][C:7]2[N:10]([C@@H:21]3[C:29]4[C:24](=[C:25]([F:31])[CH:26]=[C:27]([F:30])[CH:28]=4)[CH2:23][C@H:22]3[O:32][CH3:33])[N:11]=[C:12]([C:13]3[CH:14]=[C:15]([CH:18]=[CH:19][CH:20]=3)[C:16]#[N:17])[C:6]=2[CH2:5]1)(=[O:3])[CH3:2], predict the reactants needed to synthesize it. The reactants are: [C:1]([N:4]1[CH2:9][CH2:8][C:7]2[N:10]([C@@H:21]3[C:29]4[C:24](=[C:25]([F:31])[CH:26]=[C:27]([F:30])[CH:28]=4)[CH2:23][C@H:22]3[OH:32])[N:11]=[C:12]([C:13]3[CH:14]=[C:15]([CH:18]=[CH:19][CH:20]=3)[C:16]#[N:17])[C:6]=2[CH2:5]1)(=[O:3])[CH3:2].[CH3:33][Si]([N-][Si](C)(C)C)(C)C.[Na+].IC. (3) Given the product [Br:1][C:2]1[C:10]2[C:5](=[C:6]([O:18][C:19]3[CH:20]=[CH:21][C:22]([S:25]([CH3:28])(=[O:27])=[O:26])=[CH:23][CH:24]=3)[CH:7]=[C:8]([C:11]3[C:16]([Cl:17])=[CH:15][CH:14]=[CH:13][N:12]=3)[CH:9]=2)[N:4]([C:29]([O:31][C:32]([CH3:35])([CH3:34])[CH3:33])=[O:30])[N:3]=1, predict the reactants needed to synthesize it. The reactants are: [Br:1][C:2]1[C:10]2[C:5](=[C:6]([O:18][C:19]3[CH:24]=[CH:23][C:22]([S:25]([CH3:28])(=[O:27])=[O:26])=[CH:21][CH:20]=3)[CH:7]=[C:8]([C:11]3[C:16]([Cl:17])=[CH:15][CH:14]=[CH:13][N:12]=3)[CH:9]=2)[NH:4][N:3]=1.[C:29](O[C:29]([O:31][C:32]([CH3:35])([CH3:34])[CH3:33])=[O:30])([O:31][C:32]([CH3:35])([CH3:34])[CH3:33])=[O:30]. (4) Given the product [I:4][C:5]1[CH:10]=[C:9]([NH2:11])[CH:8]=[CH:7][C:6]=1[O:14][CH2:15][CH2:16][O:17][CH3:18], predict the reactants needed to synthesize it. The reactants are: [Cl-].[NH4+].O.[I:4][C:5]1[CH:10]=[C:9]([N+:11]([O-])=O)[CH:8]=[CH:7][C:6]=1[O:14][CH2:15][CH2:16][O:17][CH3:18]. (5) Given the product [CH2:1]([N:8]([CH3:24])[C:9]([C@@H:11]1[CH2:15][C@@H:14]([OH:16])[CH2:13][NH:12]1)=[O:10])[CH2:2][CH2:3][CH2:4][CH2:5][CH:6]=[CH2:7], predict the reactants needed to synthesize it. The reactants are: [CH2:1]([N:8]([CH3:24])[C:9]([C@@H:11]1[CH2:15][C@@H:14]([OH:16])[CH2:13][N:12]1C(OC(C)(C)C)=O)=[O:10])[CH2:2][CH2:3][CH2:4][CH2:5][CH:6]=[CH2:7].C(N(C)C([C@@H]1C[C@@H](O)CN1)=O)CCCC=C.